From a dataset of Full USPTO retrosynthesis dataset with 1.9M reactions from patents (1976-2016). Predict the reactants needed to synthesize the given product. (1) Given the product [Br:35][C:36]1[C:37]([N:46]2[CH2:51][CH2:50][N:49]([CH2:52][C:53]3[CH:54]=[N:55][CH:56]=[CH:57][CH:58]=3)[CH2:48][CH2:47]2)=[C:38]2[N:43]=[C:76]([C:75]3[CH:78]=[CH:79][C:72]([O:71][CH2:70][CH2:69][N:68]([CH3:67])[CH3:80])=[CH:73][CH:74]=3)[NH:42][C:39]2=[N:40][CH:41]=1, predict the reactants needed to synthesize it. The reactants are: BrC1C(N2CCN(C(NC3C=CC=CC=3)=O)CC2)=C2N=C(C3C=CC(N(C)C)=CC=3)NC2=NC=1.[Br:35][C:36]1[C:37]([N:46]2[CH2:51][CH2:50][N:49]([CH2:52][C:53]3[CH:54]=[N:55][CH:56]=[CH:57][CH:58]=3)[CH2:48][CH2:47]2)=[C:38]([N+:43]([O-])=O)[C:39]([NH2:42])=[N:40][CH:41]=1.[O-]S(S([O-])=O)=O.[Na+].[Na+].[CH3:67][N:68]([CH3:80])[CH2:69][CH2:70][O:71][C:72]1[CH:79]=[CH:78][C:75]([CH:76]=O)=[CH:74][CH:73]=1. (2) Given the product [CH2:3]([O:2][C:1]([N:7]1[CH2:11][CH2:10][CH2:9][C@@H:8]1[C:12]([OH:14])=[O:13])=[O:5])[CH3:4], predict the reactants needed to synthesize it. The reactants are: [C:1](Cl)(=[O:5])[O:2][CH2:3][CH3:4].[NH:7]1[CH2:11][CH2:10][CH2:9][C@@H:8]1[C:12]([OH:14])=[O:13].C(=O)([O-])[O-].[Na+].[Na+].